Dataset: Tyrosyl-DNA phosphodiesterase HTS with 341,365 compounds. Task: Binary Classification. Given a drug SMILES string, predict its activity (active/inactive) in a high-throughput screening assay against a specified biological target. The molecule is Brc1cc(NC(=O)CN2CCN(CC2)C(OCC)=O)ccc1. The result is 0 (inactive).